The task is: Predict the reactants needed to synthesize the given product.. This data is from Full USPTO retrosynthesis dataset with 1.9M reactions from patents (1976-2016). (1) Given the product [Cl:1][C:2]1[CH:3]=[CH:4][C:5]([CH2:6][NH:7][C:8]([C:10]2[C:11](=[O:27])[C:12]3[C:13]4[N:14]([CH:26]=2)[CH2:15][C:16](=[O:25])[N:17]([CH3:24])[C:18]=4[CH:19]=[C:20]([CH2:22][N:31]([CH2:32][CH:33]([OH:34])[C:35]2[O:36][C:37]([CH3:40])=[CH:38][CH:39]=2)[CH3:30])[CH:21]=3)=[O:9])=[CH:28][CH:29]=1, predict the reactants needed to synthesize it. The reactants are: [Cl:1][C:2]1[CH:29]=[CH:28][C:5]([CH2:6][NH:7][C:8]([C:10]2[C:11](=[O:27])[C:12]3[C:13]4[N:14]([CH:26]=2)[CH2:15][C:16](=[O:25])[N:17]([CH3:24])[C:18]=4[CH:19]=[C:20]([CH2:22]Cl)[CH:21]=3)=[O:9])=[CH:4][CH:3]=1.[CH3:30][NH:31][CH2:32][CH:33]([C:35]1[O:36][C:37]([CH3:40])=[CH:38][CH:39]=1)[OH:34].CN(C=O)C.C(N(C(C)C)CC)(C)C. (2) Given the product [CH3:15][O:14][C:10]1[CH:11]=[C:12]2[CH:13]=[CH:8][NH:9][C:27]2=[N:24][CH:25]=1, predict the reactants needed to synthesize it. The reactants are: BrC1C=CC=CC=1CN1[C:13]2[C:8](=[N:9][C:10]([O:14][CH3:15])=[CH:11][CH:12]=2)C=C1.C[O-].[Na+].C[N:24]([CH3:27])[CH:25]=O.